Dataset: NCI-60 drug combinations with 297,098 pairs across 59 cell lines. Task: Regression. Given two drug SMILES strings and cell line genomic features, predict the synergy score measuring deviation from expected non-interaction effect. (1) Drug 1: CC1=C2C(C(=O)C3(C(CC4C(C3C(C(C2(C)C)(CC1OC(=O)C(C(C5=CC=CC=C5)NC(=O)C6=CC=CC=C6)O)O)OC(=O)C7=CC=CC=C7)(CO4)OC(=O)C)O)C)OC(=O)C. Drug 2: C#CCC(CC1=CN=C2C(=N1)C(=NC(=N2)N)N)C3=CC=C(C=C3)C(=O)NC(CCC(=O)O)C(=O)O. Cell line: NCIH23. Synergy scores: CSS=45.5, Synergy_ZIP=4.91, Synergy_Bliss=0.361, Synergy_Loewe=-16.1, Synergy_HSA=1.40. (2) Drug 1: CC1=C2C(C(=O)C3(C(CC4C(C3C(C(C2(C)C)(CC1OC(=O)C(C(C5=CC=CC=C5)NC(=O)OC(C)(C)C)O)O)OC(=O)C6=CC=CC=C6)(CO4)OC(=O)C)OC)C)OC. Drug 2: CCC1(CC2CC(C3=C(CCN(C2)C1)C4=CC=CC=C4N3)(C5=C(C=C6C(=C5)C78CCN9C7C(C=CC9)(C(C(C8N6C)(C(=O)OC)O)OC(=O)C)CC)OC)C(=O)OC)O.OS(=O)(=O)O. Cell line: RPMI-8226. Synergy scores: CSS=94.8, Synergy_ZIP=12.3, Synergy_Bliss=12.1, Synergy_Loewe=8.53, Synergy_HSA=13.7.